Dataset: Forward reaction prediction with 1.9M reactions from USPTO patents (1976-2016). Task: Predict the product of the given reaction. (1) Given the reactants C(O)(C(F)(F)F)=O.[CH:8]([NH:11][C:12]1[N:13]=[CH:14][C:15]2[CH:21]=[C:20]([C:22]3[CH:27]=[CH:26][C:25]([C:28]4[CH:33]=[CH:32][CH:31]=[C:30]([CH3:34])[N:29]=4)=[CH:24][C:23]=3[CH3:35])[C:19](=[O:36])[N:18]([CH2:37][C:38]([N:40]3[CH2:45][CH2:44][N:43](C(OC(C)(C)C)=O)[CH2:42][CH2:41]3)=[O:39])[C:16]=2[N:17]=1)([CH3:10])[CH3:9], predict the reaction product. The product is: [CH:8]([NH:11][C:12]1[N:13]=[CH:14][C:15]2[CH:21]=[C:20]([C:22]3[CH:27]=[CH:26][C:25]([C:28]4[CH:33]=[CH:32][CH:31]=[C:30]([CH3:34])[N:29]=4)=[CH:24][C:23]=3[CH3:35])[C:19](=[O:36])[N:18]([CH2:37][C:38](=[O:39])[N:40]3[CH2:45][CH2:44][NH:43][CH2:42][CH2:41]3)[C:16]=2[N:17]=1)([CH3:10])[CH3:9]. (2) Given the reactants O=P(Cl)(Cl)Cl.[Br:6][C:7]1[CH:15]=[C:14]2[C:10]([CH:11]=[CH:12][NH:13]2)=[CH:9][CH:8]=1.O.[OH-].[Na+].CN([CH:22]=[O:23])C, predict the reaction product. The product is: [Br:6][C:7]1[CH:15]=[C:14]2[C:10]([C:11]([CH:22]=[O:23])=[CH:12][NH:13]2)=[CH:9][CH:8]=1. (3) Given the reactants [CH3:1][O:2][C:3]1[CH:8]=[C:7]([N:9]2[CH2:14][CH2:13][O:12][CH2:11][CH2:10]2)[C:6]([N+:15]([O-])=O)=[CH:5][C:4]=1[NH:18][C:19]1[N:24]=[C:23]([N:25]2[C:29]([CH3:30])=[C:28]([CH:31]=O)[C:27]([CH3:33])=[N:26]2)[CH:22]=[CH:21][N:20]=1.Cl.[NH:35]1[CH2:38][CH2:37][CH2:36]1, predict the reaction product. The product is: [N:35]1([CH2:31][C:28]2[C:27]([CH3:33])=[N:26][N:25]([C:23]3[CH:22]=[CH:21][N:20]=[C:19]([NH:18][C:4]4[C:3]([O:2][CH3:1])=[CH:8][C:7]([N:9]5[CH2:10][CH2:11][O:12][CH2:13][CH2:14]5)=[C:6]([NH:15][C:3](=[O:2])[CH:4]=[CH2:5])[CH:5]=4)[N:24]=3)[C:29]=2[CH3:30])[CH2:38][CH2:37][CH2:36]1. (4) Given the reactants [Cl:1][C:2]1[CH:7]=[C:6]([NH2:8])[C:5]([I:9])=[CH:4][N:3]=1.C(OCC)(=O)C.O.[C:17](O[C:17]([O:19][C:20]([CH3:23])([CH3:22])[CH3:21])=[O:18])([O:19][C:20]([CH3:23])([CH3:22])[CH3:21])=[O:18], predict the reaction product. The product is: [Cl:1][C:2]1[CH:7]=[C:6]([NH:8][C:17](=[O:18])[O:19][C:20]([CH3:23])([CH3:22])[CH3:21])[C:5]([I:9])=[CH:4][N:3]=1. (5) Given the reactants [CH3:1][C@H:2]1[CH2:4][O:3]1.[C:5]([N:8]1[CH2:13][CH2:12][NH:11][CH2:10][CH2:9]1)(=[O:7])[CH3:6], predict the reaction product. The product is: [C:5]([N:8]1[CH2:13][CH2:12][N:11]([CH2:4][C@@H:2]([OH:3])[CH3:1])[CH2:10][CH2:9]1)(=[O:7])[CH3:6]. (6) The product is: [Cl:36][CH2:35][CH2:34][O:28][C:23]1[CH:24]=[CH:25][CH:26]=[CH:27][C:22]=1[C:19]([NH:18][C:14]1[C:13](=[O:29])[N:12]([C:10]2[CH:11]=[C:6]([CH:7]=[C:8]([F:31])[C:9]=2[CH3:30])[C:5]([NH:4][CH:1]2[CH2:2][CH2:3]2)=[O:32])[CH:17]=[CH:16][N:15]=1)([CH3:20])[CH3:21]. Given the reactants [CH:1]1([NH:4][C:5](=[O:32])[C:6]2[CH:11]=[C:10]([N:12]3[CH:17]=[CH:16][N:15]=[C:14]([NH:18][C:19]([C:22]4[CH:27]=[CH:26][CH:25]=[CH:24][C:23]=4[OH:28])([CH3:21])[CH3:20])[C:13]3=[O:29])[C:9]([CH3:30])=[C:8]([F:31])[CH:7]=2)[CH2:3][CH2:2]1.Br[CH2:34][CH2:35][Cl:36], predict the reaction product.